Predict which catalyst facilitates the given reaction. From a dataset of Catalyst prediction with 721,799 reactions and 888 catalyst types from USPTO. (1) Reactant: [NH2:1][CH2:2][CH2:3][CH2:4][CH2:5][N:6]1[C:14]2[N:9]3[C:10](=[N:15][C:16]([CH3:17])=[C:8]3[C:7]1=[O:18])[CH:11]=[CH:12][CH:13]=2.C(N(CC)CC)C.[C:26](Cl)(=[O:33])[C:27]1[CH:32]=[CH:31][CH:30]=[CH:29][CH:28]=1. Product: [CH3:17][C:16]1[N:15]=[C:10]2[CH:11]=[CH:12][CH:13]=[C:14]3[N:9]2[C:8]=1[C:7](=[O:18])[N:6]3[CH2:5][CH2:4][CH2:3][CH2:2][NH:1][C:26](=[O:33])[C:27]1[CH:32]=[CH:31][CH:30]=[CH:29][CH:28]=1. The catalyst class is: 2. (2) Reactant: [Cl:1][C:2]1[CH:7]=[CH:6][C:5]([C:8]2[C:9](=[O:22])[N:10]([CH2:18][C:19](O)=[O:20])[C:11]3([CH2:17][CH2:16][O:15][CH2:14][CH2:13]3)[N:12]=2)=[CH:4][CH:3]=1.[F:23][C:24]1[CH:25]=[C:26]([CH:28]=[CH:29][C:30]=1[F:31])[NH2:27].CN(C(ON1N=NC2C=CC=NC1=2)=[N+](C)C)C.F[P-](F)(F)(F)(F)F.C(=O)(O)[O-].[Na+]. Product: [Cl:1][C:2]1[CH:7]=[CH:6][C:5]([C:8]2[C:9](=[O:22])[N:10]([CH2:18][C:19]([NH:27][C:26]3[CH:28]=[CH:29][C:30]([F:31])=[C:24]([F:23])[CH:25]=3)=[O:20])[C:11]3([CH2:13][CH2:14][O:15][CH2:16][CH2:17]3)[N:12]=2)=[CH:4][CH:3]=1. The catalyst class is: 2.